From a dataset of Reaction yield outcomes from USPTO patents with 853,638 reactions. Predict the reaction yield, written as a fraction of the theoretical maximum amount of product (1.0 means a 100% yield; for example, 0.34 means a 34% yield). (1) The reactants are [F:1][C:2]1[CH:3]=[C:4]([CH:7]=[CH:8][C:9]=1[F:10])[CH:5]=O.C(O)(=O)[CH2:12][C:13]([OH:15])=[O:14].N1CCCCC1.N1C=CC=CC=1.Cl. No catalyst specified. The product is [F:1][C:2]1[CH:3]=[C:4]([CH:7]=[CH:8][C:9]=1[F:10])[CH:5]=[CH:12][C:13]([OH:15])=[O:14]. The yield is 0.950. (2) The reactants are C([O:4][C@@H:5]1[C@@H:19]([O:20][C:21](=[O:28])[C:22]2[CH:27]=[CH:26][CH:25]=[CH:24][CH:23]=2)[C@@H:18]([O:29][C:30](=[O:37])[C:31]2[CH:36]=[CH:35][CH:34]=[CH:33][CH:32]=2)[C@@H:17]([CH2:38][O:39][C:40](=[O:47])[C:41]2[CH:46]=[CH:45][CH:44]=[CH:43][CH:42]=2)[O:16][C@H:6]1[O:7][C:8]1[CH:13]=[CH:12][C:11]([O:14][CH3:15])=[CH:10][CH:9]=1)C=C. The catalyst is CO.Cl[Pd]Cl. The product is [C:21]([O:20][C@H:19]1[C@@H:18]([O:29][C:30](=[O:37])[C:31]2[CH:36]=[CH:35][CH:34]=[CH:33][CH:32]=2)[C@@H:17]([CH2:38][O:39][C:40](=[O:47])[C:41]2[CH:46]=[CH:45][CH:44]=[CH:43][CH:42]=2)[O:16][C@@H:6]([O:7][C:8]2[CH:13]=[CH:12][C:11]([O:14][CH3:15])=[CH:10][CH:9]=2)[C@@H:5]1[OH:4])(=[O:28])[C:22]1[CH:23]=[CH:24][CH:25]=[CH:26][CH:27]=1. The yield is 0.920. (3) The reactants are [NH:1]1[C:9]2[C:4](=[CH:5][CH:6]=[CH:7][CH:8]=2)[CH2:3][C:2]1=[O:10].[CH:11]1([C:14]2[C:22]3[C:17](=[CH:18][C:19]([CH:23]=O)=[CH:20][CH:21]=3)[N:16]([CH2:25][O:26][CH2:27][CH2:28][Si:29]([CH3:32])([CH3:31])[CH3:30])[N:15]=2)[CH2:13][CH2:12]1. No catalyst specified. The product is [CH:11]1([C:14]2[C:22]3[C:17](=[CH:18][C:19](/[CH:23]=[C:3]4/[C:2](=[O:10])[NH:1][C:9]5[C:4]/4=[CH:5][CH:6]=[CH:7][CH:8]=5)=[CH:20][CH:21]=3)[N:16]([CH2:25][O:26][CH2:27][CH2:28][Si:29]([CH3:30])([CH3:32])[CH3:31])[N:15]=2)[CH2:12][CH2:13]1. The yield is 0.880. (4) The reactants are C(OC([N:8]1[CH2:14][CH2:13][C:12]2[C:15]([S:20][C:21](=O)N(C)C)=[C:16]([Cl:19])[CH:17]=[CH:18][C:11]=2[CH2:10][CH2:9]1)=O)(C)(C)C.FC(F)(F)S(OC[C:33]([F:41])([F:40])[C:34]1[CH:39]=[CH:38][CH:37]=[CH:36][N:35]=1)(=O)=O. No catalyst specified. The product is [ClH:19].[Cl:19][C:16]1[CH:17]=[CH:18][C:11]2[CH2:10][CH2:9][NH:8][CH2:14][CH2:13][C:12]=2[C:15]=1[S:20][CH2:21][C:33]([F:41])([F:40])[C:34]1[CH:39]=[CH:38][CH:37]=[CH:36][N:35]=1. The yield is 0.660. (5) The reactants are [CH:1](OC)=[O:2].[NH2:5][C:6]1[CH:11]=[CH:10][C:9]([N:12]2[C:21](=[O:22])[C:20]3[C:15](=[CH:16][CH:17]=[CH:18][CH:19]=3)[N:14]=[C:13]2[C:23]2[CH:28]=[C:27]([CH3:29])[C:26]([O:30][CH2:31][CH2:32][OH:33])=[C:25]([CH3:34])[CH:24]=2)=[CH:8][CH:7]=1. The catalyst is CCO. The product is [OH:33][CH2:32][CH2:31][O:30][C:26]1[C:25]([CH3:34])=[CH:24][C:23]([C:13]2[N:12]([C:9]3[CH:10]=[CH:11][C:6]([NH:5][CH:1]=[O:2])=[CH:7][CH:8]=3)[C:21](=[O:22])[C:20]3[C:15](=[CH:16][CH:17]=[CH:18][CH:19]=3)[N:14]=2)=[CH:28][C:27]=1[CH3:29]. The yield is 0.330.